Dataset: Catalyst prediction with 721,799 reactions and 888 catalyst types from USPTO. Task: Predict which catalyst facilitates the given reaction. (1) Reactant: [C:1]([C@@H:3]([C:18]1[CH:23]=[CH:22][C:21]([F:24])=[C:20]([F:25])[CH:19]=1)[C@H:4]([C:10]1[C:15]([F:16])=[CH:14][CH:13]=[CH:12][C:11]=1[F:17])[CH2:5][C:6]([O:8][CH3:9])=[O:7])#[N:2].[CH2:26](O)C. Product: [C:1]([C@@H:3]([C:18]1[CH:23]=[CH:22][C:21]([F:24])=[C:20]([F:25])[CH:19]=1)[C@H:4]([C:10]1[C:11]([F:17])=[CH:12][CH:13]=[CH:14][C:15]=1[F:16])[CH2:5][C:6]([O:8][CH2:9][CH3:26])=[O:7])#[N:2]. The catalyst class is: 65. (2) Reactant: [O:1]1[C:6]2[CH:7]=[CH:8][CH:9]=[CH:10][C:5]=2[NH:4][C:3](=O)[CH2:2]1.[H-].COCCO[Al+]OCCOC.[Na+].[H-].C([O-])(=O)C(C(C([O-])=O)O)O.[K+].[Na+]. Product: [O:1]1[C:6]2[CH:7]=[CH:8][CH:9]=[CH:10][C:5]=2[NH:4][CH2:3][CH2:2]1. The catalyst class is: 11. (3) Reactant: [Cl:1][C:2]1[N:10]=[C:9]2[C:5]([N:6]([CH2:23][C@H:24]3[CH2:29][CH2:28][C@H:27]([CH3:30])[CH2:26][CH2:25]3)[C:7]([N:11]3[CH2:16][CH2:15][O:14][CH2:13][C@H:12]3[C:17]3[CH:22]=[CH:21][CH:20]=[CH:19][CH:18]=3)=[N:8]2)=[C:4](Cl)[N:3]=1.[C:32]1(B(O)O)[CH:37]=[CH:36][CH:35]=[CH:34][CH:33]=1.C(=O)([O-])[O-].[Na+].[Na+].O1CCOCC1. Product: [Cl:1][C:2]1[N:10]=[C:9]2[C:5]([N:6]([CH2:23][C@H:24]3[CH2:29][CH2:28][C@H:27]([CH3:30])[CH2:26][CH2:25]3)[C:7]([N:11]3[CH2:16][CH2:15][O:14][CH2:13][C@H:12]3[C:17]3[CH:22]=[CH:21][CH:20]=[CH:19][CH:18]=3)=[N:8]2)=[C:4]([C:32]2[CH:37]=[CH:36][CH:35]=[CH:34][CH:33]=2)[N:3]=1. The catalyst class is: 6. (4) Reactant: [N:1]1[CH:2]=[C:3]([C:10]2[CH:15]=[CH:14][C:13]([C:16]3[N:21]=[N:20][C:19]([N:22]([CH3:33])[CH:23]4[CH2:28][C:27]([CH3:30])([CH3:29])[NH:26][C:25]([CH3:32])([CH3:31])[CH2:24]4)=[CH:18][CH:17]=3)=[C:12]([O:34]C)[CH:11]=2)[N:4]2[CH:9]=[CH:8][N:7]=[CH:6][C:5]=12.B(Br)(Br)Br.Cl. The catalyst class is: 2. Product: [CH3:33][N:22]([CH:23]1[CH2:28][C:27]([CH3:30])([CH3:29])[NH:26][C:25]([CH3:32])([CH3:31])[CH2:24]1)[C:19]1[N:20]=[N:21][C:16]([C:13]2[CH:14]=[CH:15][C:10]([C:3]3[N:4]4[CH2:9][CH2:8][NH:7][CH2:6][C:5]4=[N:1][CH:2]=3)=[CH:11][C:12]=2[OH:34])=[CH:17][CH:18]=1. (5) Reactant: [CH:1]1([CH:7]=O)[CH2:6][CH2:5][CH2:4][CH2:3][CH2:2]1.[BH-](OC(C)=O)(OC(C)=O)OC(C)=O.[Na+].[CH3:23][O:24][CH:25]([O:43][CH3:44])[C:26]1[CH:27]=[C:28]([CH:37]=[CH:38][C:39]=1[N+:40]([O-:42])=[O:41])[O:29][C:30]1[CH:31]=[C:32]([NH2:36])[CH:33]=[CH:34][CH:35]=1. Product: [CH:1]1([CH2:7][NH:36][C:32]2[CH:33]=[CH:34][CH:35]=[C:30]([O:29][C:28]3[CH:37]=[CH:38][C:39]([N+:40]([O-:42])=[O:41])=[C:26]([CH:25]([O:24][CH3:23])[O:43][CH3:44])[CH:27]=3)[CH:31]=2)[CH2:6][CH2:5][CH2:4][CH2:3][CH2:2]1. The catalyst class is: 26.